From a dataset of Full USPTO retrosynthesis dataset with 1.9M reactions from patents (1976-2016). Predict the reactants needed to synthesize the given product. (1) Given the product [CH3:21][NH:22][S:23]([CH2:26][C:27]1[CH:32]=[CH:31][C:30]([NH:33][C:2]2[N:11]=[C:10]([NH:12][C:13]3[CH:18]=[CH:17][CH:16]=[CH:15][CH:14]=3)[C:9]3[C:4](=[CH:5][CH:6]=[C:7]([O:19][CH3:20])[CH:8]=3)[N:3]=2)=[CH:29][CH:28]=1)(=[O:24])=[O:25], predict the reactants needed to synthesize it. The reactants are: Cl[C:2]1[N:11]=[C:10]([NH:12][C:13]2[CH:18]=[CH:17][CH:16]=[CH:15][CH:14]=2)[C:9]2[C:4](=[CH:5][CH:6]=[C:7]([O:19][CH3:20])[CH:8]=2)[N:3]=1.[CH3:21][NH:22][S:23]([CH2:26][C:27]1[CH:32]=[CH:31][C:30]([NH2:33])=[CH:29][CH:28]=1)(=[O:25])=[O:24]. (2) Given the product [CH3:13][O:14][C:15]1[CH:32]=[CH:31][C:30]2[C@@H:29]3[C@H:20]([C:21]4[C@@:25]([CH2:27][CH2:28]3)([CH3:26])[C:24]([O:33][Si:36]([CH3:39])([CH3:38])[CH3:37])=[CH:23][CH:22]=4)[C@H:19]([CH3:34])[CH2:18][C:17]=2[CH:16]=1, predict the reactants needed to synthesize it. The reactants are: C(NC(C)C)(C)C.[Li]CCCC.[CH3:13][O:14][C:15]1[CH:32]=[CH:31][C:30]2[C@@H:29]3[C@H:20]([C:21]4[C@@:25]([CH2:27][CH2:28]3)([CH3:26])[C:24](=[O:33])[CH2:23][CH:22]=4)[C@H:19]([CH3:34])[CH2:18][C:17]=2[CH:16]=1.Cl[Si:36]([CH3:39])([CH3:38])[CH3:37]. (3) Given the product [Cl:1][C:2]1[CH:28]=[CH:27][C:5]([CH2:6][N:7]2[C:15]3[C:10](=[CH:11][CH:12]=[CH:13][CH:14]=3)[C:9]([C:16](=[N:30][OH:31])[C:17]([NH:19][C:20]3[S:24][N:23]=[C:22]([CH3:25])[CH:21]=3)=[O:18])=[CH:8]2)=[CH:4][CH:3]=1, predict the reactants needed to synthesize it. The reactants are: [Cl:1][C:2]1[CH:28]=[CH:27][C:5]([CH2:6][N:7]2[C:15]3[C:10](=[CH:11][CH:12]=[CH:13][CH:14]=3)[C:9]([C:16](=O)[C:17]([NH:19][C:20]3[S:24][N:23]=[C:22]([CH3:25])[CH:21]=3)=[O:18])=[CH:8]2)=[CH:4][CH:3]=1.Cl.[NH2:30][OH:31].C([O-])(=O)C.[Na+]. (4) Given the product [Br:5][C:6]1[CH:7]=[C:8]([O:13][CH2:2][O:3][CH3:4])[CH:9]=[C:10]([Br:12])[CH:11]=1, predict the reactants needed to synthesize it. The reactants are: Cl[CH2:2][O:3][CH3:4].[Br:5][C:6]1[CH:7]=[C:8]([OH:13])[CH:9]=[C:10]([Br:12])[CH:11]=1.C(N(C(C)C)CC)(C)C.O. (5) Given the product [I:12][CH:8]1[CH2:7][CH2:6][NH:5][CH:4]([C:3]([OH:2])=[O:11])[CH2:9]1, predict the reactants needed to synthesize it. The reactants are: C[O:2][C:3](=[O:11])[C:4]1[CH:9]=[C:8](Cl)[CH:7]=[CH:6][N:5]=1.[IH:12].[PH2](O)=O.[OH-].[Na+].